This data is from Reaction yield outcomes from USPTO patents with 853,638 reactions. The task is: Predict the reaction yield, written as a fraction of the theoretical maximum amount of product (1.0 means a 100% yield; for example, 0.34 means a 34% yield). (1) The reactants are [F:1][C:2]1[CH:16]=[CH:15][C:5]([O:6][C:7]2[CH:14]=[CH:13][C:10]([CH:11]=[O:12])=[CH:9][CH:8]=2)=[CH:4][CH:3]=1.[BH4-].[Na+]. The catalyst is CO. The product is [F:1][C:2]1[CH:16]=[CH:15][C:5]([O:6][C:7]2[CH:14]=[CH:13][C:10]([CH2:11][OH:12])=[CH:9][CH:8]=2)=[CH:4][CH:3]=1. The yield is 0.659. (2) The yield is 0.678. The product is [NH2:8][C:4]1[N:5]=[CH:6][N:7]=[C:2]([NH:15][C@H:16]([C:19]2[N:28]([C:29]3[CH:30]=[CH:31][CH:32]=[CH:33][CH:34]=3)[C:27](=[O:35])[C:26]3[C:21](=[CH:22][CH:23]=[CH:24][C:25]=3[Cl:36])[N:20]=2)[CH2:17][CH3:18])[C:3]=1[C:9]1[O:13][N:12]=[C:11]([CH3:14])[N:10]=1. The catalyst is CCCCO. The reactants are Cl[C:2]1[N:7]=[CH:6][N:5]=[C:4]([NH2:8])[C:3]=1[C:9]1[O:13][N:12]=[C:11]([CH3:14])[N:10]=1.[NH2:15][C@H:16]([C:19]1[N:28]([C:29]2[CH:34]=[CH:33][CH:32]=[CH:31][CH:30]=2)[C:27](=[O:35])[C:26]2[C:21](=[CH:22][CH:23]=[CH:24][C:25]=2[Cl:36])[N:20]=1)[CH2:17][CH3:18].CCN(C(C)C)C(C)C.